From a dataset of Reaction yield outcomes from USPTO patents with 853,638 reactions. Predict the reaction yield, written as a fraction of the theoretical maximum amount of product (1.0 means a 100% yield; for example, 0.34 means a 34% yield). (1) The reactants are Br[C:2]1[N:7]=[C:6]2[C:8]([C:30]([NH:32][C:33]([CH3:36])([CH3:35])[CH3:34])=[O:31])=[CH:9][N:10]([C:11]([C:24]3[CH:29]=[CH:28][CH:27]=[CH:26][CH:25]=3)([C:18]3[CH:23]=[CH:22][CH:21]=[CH:20][CH:19]=3)[C:12]3[CH:17]=[CH:16][CH:15]=[CH:14][CH:13]=3)[C:5]2=[N:4][CH:3]=1.[F:37][CH:38]([F:62])[O:39][C:40]1[CH:41]=[C:42]2[C:46](=[CH:47][CH:48]=1)[NH:45][N:44]=[C:43]2[Sn](CCCC)(CCCC)CCCC. The catalyst is CN(C=O)C.C1C=CC([P]([Pd]([P](C2C=CC=CC=2)(C2C=CC=CC=2)C2C=CC=CC=2)([P](C2C=CC=CC=2)(C2C=CC=CC=2)C2C=CC=CC=2)[P](C2C=CC=CC=2)(C2C=CC=CC=2)C2C=CC=CC=2)(C2C=CC=CC=2)C2C=CC=CC=2)=CC=1.[Cu]I. The product is [C:33]([NH:32][C:30]([C:8]1[C:6]2=[N:7][C:2]([C:43]3[C:42]4[C:46](=[CH:47][CH:48]=[C:40]([O:39][CH:38]([F:37])[F:62])[CH:41]=4)[NH:45][N:44]=3)=[CH:3][N:4]=[C:5]2[N:10]([C:11]([C:18]2[CH:19]=[CH:20][CH:21]=[CH:22][CH:23]=2)([C:12]2[CH:17]=[CH:16][CH:15]=[CH:14][CH:13]=2)[C:24]2[CH:25]=[CH:26][CH:27]=[CH:28][CH:29]=2)[CH:9]=1)=[O:31])([CH3:36])([CH3:34])[CH3:35]. The yield is 0.640. (2) The reactants are Cl[C:2]1[N:7]=[C:6]([CH3:8])[C:5]([CH:9]([CH2:14][CH2:15][CH3:16])[C:10]([O:12][CH3:13])=[O:11])=[C:4]([C:17]2[CH:22]=[CH:21][C:20]([CH3:23])=[CH:19][CH:18]=2)[N:3]=1.C(N(CC)C(C)C)(C)C.[I-].[Na+].[NH:35]1[C:43]2[C:38](=[CH:39][CH:40]=[CH:41][CH:42]=2)[CH2:37][CH2:36]1. The catalyst is CN1CCCC1=O.C(#N)C. The product is [N:35]1([C:2]2[N:7]=[C:6]([CH3:8])[C:5]([CH:9]([CH2:14][CH2:15][CH3:16])[C:10]([O:12][CH3:13])=[O:11])=[C:4]([C:17]3[CH:22]=[CH:21][C:20]([CH3:23])=[CH:19][CH:18]=3)[N:3]=2)[C:43]2[C:38](=[CH:39][CH:40]=[CH:41][CH:42]=2)[CH2:37][CH2:36]1. The yield is 0.310.